This data is from Reaction yield outcomes from USPTO patents with 853,638 reactions. The task is: Predict the reaction yield, written as a fraction of the theoretical maximum amount of product (1.0 means a 100% yield; for example, 0.34 means a 34% yield). The reactants are [F:1][C:2]1[CH:7]=[CH:6][C:5]([C:8]2[S:12][C:11]([CH2:13][OH:14])=[N:10][C:9]=2[C:15]([OH:17])=O)=[CH:4][CH:3]=1.CCN=C=NCCCN(C)C.Cl.ON1C2C=CC=CC=2N=N1.[F:40][C:41]1[C:56]([F:57])=[CH:55][C:44]2[NH:45][C:46]([CH2:48][CH:49]3[CH2:54][CH2:53][CH2:52][CH2:51][NH:50]3)=[N:47][C:43]=2[CH:42]=1. The catalyst is CN(C=O)C. The product is [F:40][C:41]1[C:56]([F:57])=[CH:55][C:44]2[NH:45][C:46]([CH2:48][CH:49]3[CH2:54][CH2:53][CH2:52][CH2:51][N:50]3[C:15]([C:9]3[N:10]=[C:11]([CH2:13][OH:14])[S:12][C:8]=3[C:5]3[CH:4]=[CH:3][C:2]([F:1])=[CH:7][CH:6]=3)=[O:17])=[N:47][C:43]=2[CH:42]=1. The yield is 0.360.